From a dataset of Forward reaction prediction with 1.9M reactions from USPTO patents (1976-2016). Predict the product of the given reaction. (1) Given the reactants [CH:1]([NH:4][C:5]1[N:6]=[CH:7][C:8]2[C:14](=[O:15])[CH2:13][N:12]([C:16]([O:18][C:19]([CH3:22])([CH3:21])[CH3:20])=[O:17])[CH2:11][C:9]=2[N:10]=1)([CH3:3])[CH3:2].[BH4-].[Na+], predict the reaction product. The product is: [OH:15][CH:14]1[C:8]2[CH:7]=[N:6][C:5]([NH:4][CH:1]([CH3:3])[CH3:2])=[N:10][C:9]=2[CH2:11][N:12]([C:16]([O:18][C:19]([CH3:21])([CH3:20])[CH3:22])=[O:17])[CH2:13]1. (2) Given the reactants [CH3:1][C:2]1([CH3:14])[C:6]([CH3:8])([CH3:7])[O:5][B:4]([C:9]2[CH:10]=[N:11][NH:12][CH:13]=2)[O:3]1.[H-].[Na+].CC1C=CC(S(O[CH2:28][C@H:29]2[CH2:33][O:32][C:31]([CH3:35])([CH3:34])[O:30]2)(=O)=O)=CC=1, predict the reaction product. The product is: [CH3:34][C:31]1([CH3:35])[O:30][C@@H:29]([CH2:28][N:12]2[CH:13]=[C:9]([B:4]3[O:5][C:6]([CH3:7])([CH3:8])[C:2]([CH3:14])([CH3:1])[O:3]3)[CH:10]=[N:11]2)[CH2:33][O:32]1. (3) Given the reactants [NH2:1][N:2]1[N:11]=[C:10]([C:12]2[CH:17]=[CH:16][C:15]([O:18][CH3:19])=[CH:14][CH:13]=2)[C:9]2[C:4](=[CH:5][C:6]([Br:20])=[CH:7][CH:8]=2)[C:3]1=[O:21].[C:22]12([CH2:32][C:33](Cl)=[O:34])[CH2:31][CH:26]3[CH2:27][CH:28]([CH2:30][CH:24]([CH2:25]3)[CH2:23]1)[CH2:29]2, predict the reaction product. The product is: [C:22]12([CH2:32][C:33]([NH:1][N:2]3[N:11]=[C:10]([C:12]4[CH:13]=[CH:14][C:15]([O:18][CH3:19])=[CH:16][CH:17]=4)[C:9]4[C:4](=[CH:5][C:6]([Br:20])=[CH:7][CH:8]=4)[C:3]3=[O:21])=[O:34])[CH2:29][CH:28]3[CH2:27][CH:26]([CH2:25][CH:24]([CH2:30]3)[CH2:23]1)[CH2:31]2. (4) Given the reactants [CH3:1][O:2][CH2:3][CH2:4][O:5][C:6]1[CH:14]=[CH:13][C:9]([C:10]([OH:12])=O)=[C:8]([N+:15]([O-:17])=[O:16])[CH:7]=1.C(Cl)(=O)C(Cl)=O.Cl.[CH3:25][C:26]([O:29][C@H:30]([CH3:37])[C@@H:31]([C:33]([O:35][CH3:36])=[O:34])[NH2:32])([CH3:28])[CH3:27].CCN(C(C)C)C(C)C, predict the reaction product. The product is: [CH3:28][C:26]([O:29][C@H:30]([CH3:37])[C@@H:31]([C:33]([O:35][CH3:36])=[O:34])[NH:32][C:10]([C:9]1[CH:13]=[CH:14][C:6]([O:5][CH2:4][CH2:3][O:2][CH3:1])=[CH:7][C:8]=1[N+:15]([O-:17])=[O:16])=[O:12])([CH3:25])[CH3:27]. (5) Given the reactants [CH3:1][C:2]1[C:6]([CH2:7][S:8][CH2:9][C:10]([OH:12])=O)=[C:5]([CH3:13])[O:4][N:3]=1.Cl.[CH3:15][CH:16]1[CH2:21][NH:20][CH2:19][CH:18]([CH3:22])[N:17]1[C:23]1[CH:28]=[CH:27][CH:26]=[CH:25][CH:24]=1.CCN(CC)CC.C(P1(=O)OP(CCC)(=O)OP(CCC)(=O)O1)CC, predict the reaction product. The product is: [CH3:15][CH:16]1[N:17]([C:23]2[CH:24]=[CH:25][CH:26]=[CH:27][CH:28]=2)[CH:18]([CH3:22])[CH2:19][N:20]([C:10](=[O:12])[CH2:9][S:8][CH2:7][C:6]2[C:2]([CH3:1])=[N:3][O:4][C:5]=2[CH3:13])[CH2:21]1. (6) Given the reactants [Br:1][C:2]1[CH:7]=[C:6]([CH2:8]Br)[C:5]([Br:10])=[CH:4][C:3]=1[CH2:11]Br.[P:13]([O:20][CH2:21][CH3:22])([O:17]CC)[O:14][CH2:15][CH3:16], predict the reaction product. The product is: [Br:10][C:5]1([P:13]([O:14][CH2:15][CH3:16])(=[O:17])[O:20][CH2:21][CH3:22])[C:4]([P:13]([O:20][CH2:21][CH3:22])(=[O:17])[O:14][CH2:15][CH3:16])=[C:3]([CH3:11])[C:2]([Br:1])=[CH:7][CH:6]1[CH3:8]. (7) The product is: [CH:1]1([C:7]2[C:8]3[CH:9]=[CH:10][C:11]([C:27]([OH:29])=[O:28])=[CH:12][C:13]=3[N:14]3[CH2:21][CH2:20][NH:19][CH2:18][C:17]4[CH:22]=[C:23]([F:26])[CH:24]=[CH:25][C:16]=4[C:15]=23)[CH2:2][CH2:3][CH2:4][CH2:5][CH2:6]1. Given the reactants [CH:1]1([C:7]2[C:8]3[CH:9]=[CH:10][C:11]([C:27]([O:29]C)=[O:28])=[CH:12][C:13]=3[N:14]3[CH2:21][CH2:20][NH:19][CH2:18][C:17]4[CH:22]=[C:23]([F:26])[CH:24]=[CH:25][C:16]=4[C:15]=23)[CH2:6][CH2:5][CH2:4][CH2:3][CH2:2]1.B(Br)(Br)Br, predict the reaction product. (8) Given the reactants [C:1]([C:3](=[C:9](OCC)[CH2:10][CH3:11])[C:4]([O:6][CH2:7][CH3:8])=[O:5])#[N:2].Cl.[F:16][C:17]1[CH:22]=[CH:21][C:20]([NH:23][NH2:24])=[CH:19][CH:18]=1.C(N(CC)CC)C, predict the reaction product. The product is: [NH2:2][C:1]1[N:23]([C:20]2[CH:21]=[CH:22][C:17]([F:16])=[CH:18][CH:19]=2)[N:24]=[C:9]([CH2:10][CH3:11])[C:3]=1[C:4]([O:6][CH2:7][CH3:8])=[O:5].